Dataset: Forward reaction prediction with 1.9M reactions from USPTO patents (1976-2016). Task: Predict the product of the given reaction. (1) Given the reactants CN1CCOCC1.ClC(OCC(C)C)=O.[C:16]([O:20][C:21]([NH:23][C@H:24]([CH2:29][C:30]1[CH:35]=[C:34]([F:36])[C:33]([F:37])=[CH:32][C:31]=1[F:38])[CH2:25][C:26]([OH:28])=O)=[O:22])([CH3:19])([CH3:18])[CH3:17].Cl.[CH2:40]([CH:47]1[NH:53][CH2:52][CH2:51][CH2:50][N:49]([CH3:54])[C:48]1=[O:55])[C:41]1[CH:46]=[CH:45][CH:44]=[CH:43][CH:42]=1.C(O)C.CC1C=C(Cl)C=CC=1OCCCC(O)=O, predict the reaction product. The product is: [C:16]([O:20][C:21]([NH:23][C@H:24]([CH2:29][C:30]1[CH:35]=[C:34]([F:36])[C:33]([F:37])=[CH:32][C:31]=1[F:38])[CH2:25][C:26]([N:53]1[CH2:52][CH2:51][CH2:50][N:49]([CH3:54])[C:48](=[O:55])[C@H:47]1[CH2:40][C:41]1[CH:46]=[CH:45][CH:44]=[CH:43][CH:42]=1)=[O:28])=[O:22])([CH3:17])([CH3:18])[CH3:19]. (2) Given the reactants Cl.[Br:2][C:3]1[CH:4]=[C:5]2[C:10](=[CH:11][C:12]=1[CH2:13][N:14]1[CH2:19][CH2:18][N:17]([CH:20]3[CH2:25][O:24]C(C)(C)[O:22][CH2:21]3)[CH2:16][CH2:15]1)[N:9]=[CH:8][N:7]([NH:28][C:29]1[CH:34]=[C:33]([Cl:35])[CH:32]=[CH:31][C:30]=1[S:36]([CH2:39][CH3:40])(=[O:38])=[O:37])[C:6]2=[O:41], predict the reaction product. The product is: [Br:2][C:3]1[CH:4]=[C:5]2[C:10](=[CH:11][C:12]=1[CH2:13][N:14]1[CH2:19][CH2:18][N:17]([CH:20]([CH2:21][OH:22])[CH2:25][OH:24])[CH2:16][CH2:15]1)[N:9]=[CH:8][N:7]([NH:28][C:29]1[CH:34]=[C:33]([Cl:35])[CH:32]=[CH:31][C:30]=1[S:36]([CH2:39][CH3:40])(=[O:37])=[O:38])[C:6]2=[O:41]. (3) Given the reactants [C:1]1([N:7]([CH:17]2[CH2:22][CH2:21][NH:20][CH2:19][CH2:18]2)[C:8](=[O:16])[CH2:9][N:10]2[CH2:15][CH2:14][CH2:13][CH2:12][CH2:11]2)[CH:6]=[CH:5][CH:4]=[CH:3][CH:2]=1.C(N(CC)CC)C.[Cl:30][C:31]1[CH:39]=[CH:38][C:34]([C:35](Cl)=[O:36])=[CH:33][CH:32]=1.C(=O)([O-])O.[Na+], predict the reaction product. The product is: [Cl:30][C:31]1[CH:39]=[CH:38][C:34]([C:35]([N:20]2[CH2:19][CH2:18][CH:17]([N:7]([C:1]3[CH:2]=[CH:3][CH:4]=[CH:5][CH:6]=3)[C:8](=[O:16])[CH2:9][N:10]3[CH2:15][CH2:14][CH2:13][CH2:12][CH2:11]3)[CH2:22][CH2:21]2)=[O:36])=[CH:33][CH:32]=1. (4) Given the reactants I[C:2]1[CH:7]=[C:6]([C:8]2[CH:13]=[CH:12][C:11]([C:14]([F:17])([F:16])[F:15])=[CH:10][CH:9]=2)[CH:5]=[C:4]([CH3:18])[N:3]=1.Br[C:20]1[S:21][CH:22]=[C:23]([Br:25])[CH:24]=1, predict the reaction product. The product is: [Br:25][C:23]1[CH:24]=[C:20]([C:2]2[CH:7]=[C:6]([C:8]3[CH:13]=[CH:12][C:11]([C:14]([F:17])([F:16])[F:15])=[CH:10][CH:9]=3)[CH:5]=[C:4]([CH3:18])[N:3]=2)[S:21][CH:22]=1. (5) Given the reactants [N:1]([C:4]1[C:9]([CH:10]([CH3:12])[CH3:11])=[CH:8][CH:7]=[CH:6][C:5]=1[CH:13]([CH3:15])[CH3:14])=[C:2]=[O:3].[C:16]1([S:22]([C:25]2([CH2:30][NH2:31])[CH2:29][CH2:28][CH2:27][CH2:26]2)(=[O:24])=[O:23])[CH:21]=[CH:20][CH:19]=[CH:18][CH:17]=1, predict the reaction product. The product is: [C:16]1([S:22]([C:25]2([CH2:30][NH:31][C:2]([NH:1][C:4]3[C:5]([CH:13]([CH3:15])[CH3:14])=[CH:6][CH:7]=[CH:8][C:9]=3[CH:10]([CH3:11])[CH3:12])=[O:3])[CH2:29][CH2:28][CH2:27][CH2:26]2)(=[O:23])=[O:24])[CH:17]=[CH:18][CH:19]=[CH:20][CH:21]=1.